This data is from Full USPTO retrosynthesis dataset with 1.9M reactions from patents (1976-2016). The task is: Predict the reactants needed to synthesize the given product. Given the product [C:14]([C@@H:9]1[CH2:10][C@@H:11]([OH:13])[CH2:12][N:8]1[C:6]([O:5][C:1]([CH3:4])([CH3:3])[CH3:2])=[O:7])(=[O:16])[NH2:19], predict the reactants needed to synthesize it. The reactants are: [C:1]([O:5][C:6]([N:8]1[CH2:12][C@H:11]([OH:13])[CH2:10][C@H:9]1[C:14]([OH:16])=O)=[O:7])([CH3:4])([CH3:3])[CH3:2].C([N:19](CC)CC)C.ClC(OCC)=O.N.[Cl-].[NH4+].